From a dataset of Catalyst prediction with 721,799 reactions and 888 catalyst types from USPTO. Predict which catalyst facilitates the given reaction. (1) The catalyst class is: 9. Product: [C:1]([O:5][C:6](=[O:17])[NH:7][CH2:8][C@H:9]1[CH2:10][CH2:11][C@H:12]([CH2:15][NH:16][S:37]([C:27]2[C:36]3[C:31](=[CH:32][CH:33]=[CH:34][CH:35]=3)[CH:30]=[CH:29][CH:28]=2)(=[O:39])=[O:38])[CH2:13][CH2:14]1)([CH3:4])([CH3:2])[CH3:3]. Reactant: [C:1]([O:5][C:6](=[O:17])[NH:7][CH2:8][C@H:9]1[CH2:14][CH2:13][C@H:12]([CH2:15][NH2:16])[CH2:11][CH2:10]1)([CH3:4])([CH3:3])[CH3:2].C(N(C(C)C)C(C)C)C.[C:27]1([S:37](Cl)(=[O:39])=[O:38])[C:36]2[C:31](=[CH:32][CH:33]=[CH:34][CH:35]=2)[CH:30]=[CH:29][CH:28]=1. (2) Reactant: [CH2:1]([NH2:9])[CH2:2][C:3]1[CH:8]=[CH:7][CH:6]=[CH:5][CH:4]=1.C[O:11][C:12]([C:14]1[O:15][C:16]([S:19]([N:22]2[CH2:27][CH2:26][CH:25]([NH:28][C:29]([O:31][C:32]([CH3:35])([CH3:34])[CH3:33])=[O:30])[CH2:24][CH2:23]2)(=[O:21])=[O:20])=[CH:17][CH:18]=1)=O. Product: [C:32]([O:31][C:29](=[O:30])[NH:28][CH:25]1[CH2:26][CH2:27][N:22]([S:19]([C:16]2[O:15][C:14]([C:12](=[O:11])[NH:9][CH2:1][CH2:2][C:3]3[CH:8]=[CH:7][CH:6]=[CH:5][CH:4]=3)=[CH:18][CH:17]=2)(=[O:21])=[O:20])[CH2:23][CH2:24]1)([CH3:35])([CH3:33])[CH3:34]. The catalyst class is: 5.